From a dataset of Forward reaction prediction with 1.9M reactions from USPTO patents (1976-2016). Predict the product of the given reaction. (1) Given the reactants [CH3:1][O:2][C:3]1[CH:8]=[CH:7][C:6]([CH3:9])=[CH:5][C:4]=1[CH:10]([C:14]1[CH:19]=[CH:18][CH:17]=[CH:16][CH:15]=1)[CH2:11][CH2:12]O.[CH:20]([NH:23][CH:24]([CH3:26])[CH3:25])([CH3:22])[CH3:21], predict the reaction product. The product is: [CH:20]([N:23]([CH2:12][CH2:11][CH:10]([C:4]1[CH:5]=[C:6]([CH3:9])[CH:7]=[CH:8][C:3]=1[O:2][CH3:1])[C:14]1[CH:19]=[CH:18][CH:17]=[CH:16][CH:15]=1)[CH:24]([CH3:26])[CH3:25])([CH3:22])[CH3:21]. (2) The product is: [Cl:1][C:2]1[C:3]([O:12][C:13]2[CH:18]=[C:17]([OH:19])[CH:16]=[CH:15][C:14]=2/[CH:23]=[CH:24]/[C:25]([O:27][CH2:28][CH3:29])=[O:26])=[N:4][CH:5]=[C:6]([C:8]([F:10])([F:9])[F:11])[CH:7]=1. Given the reactants [Cl:1][C:2]1[C:3]([O:12][C:13]2[CH:18]=[C:17]([O:19]COC)[CH:16]=[CH:15][C:14]=2/[CH:23]=[CH:24]/[C:25]([O:27][CH2:28][CH3:29])=[O:26])=[N:4][CH:5]=[C:6]([C:8]([F:11])([F:10])[F:9])[CH:7]=1.Cl.[OH-].[Na+], predict the reaction product. (3) Given the reactants [F:1][C:2]([F:29])([F:28])[S:3]([O:6][C:7]1[CH:15]=[C:14]2[C:10]([C@:11]3([CH2:27][CH2:26][O:25][CH2:24]3)[CH2:12][N:13]2[C:16]2[C:21]([Cl:22])=[CH:20][N:19]=[C:18]([NH2:23])[N:17]=2)=[CH:9][CH:8]=1)(=[O:5])=[O:4].FC(F)(F)S(OC1C=C2C([C@@]3(CCOC3)CN2C2C(Cl)=CN=C(N)N=2)=CC=1)(=O)=O, predict the reaction product. The product is: [F:29][C:2]([F:1])([F:28])[S:3]([O:6][C:7]1[CH:15]=[C:14]2[C:10]([C:11]3([CH2:27][CH2:26][O:25][CH2:24]3)[CH2:12][N:13]2[C:16]2[C:21]([Cl:22])=[CH:20][N:19]=[C:18]([NH2:23])[N:17]=2)=[CH:9][CH:8]=1)(=[O:5])=[O:4]. (4) Given the reactants Cl[C:2]1[C:14]2[C:13]3[C:8](=[CH:9][CH:10]=[CH:11][CH:12]=3)[NH:7][C:6]=2[N:5]=[CH:4][N:3]=1.[C:15]([O:19][C:20](=[O:29])[NH:21][CH2:22][CH:23]1[O:28][CH2:27][CH2:26][NH:25][CH2:24]1)([CH3:18])([CH3:17])[CH3:16].C(N(CC)CC)C, predict the reaction product. The product is: [C:15]([O:19][C:20](=[O:29])[NH:21][CH2:22][CH:23]1[O:28][CH2:27][CH2:26][N:25]([C:2]2[C:14]3[C:13]4[C:8](=[CH:9][CH:10]=[CH:11][CH:12]=4)[NH:7][C:6]=3[N:5]=[CH:4][N:3]=2)[CH2:24]1)([CH3:18])([CH3:16])[CH3:17]. (5) Given the reactants C[N:2](C)[C:3]1C=CC=[CH:5][CH:4]=1.[C:10]([C:14]1[CH:15]=[C:16]2[C:25](=[CH:26][CH:27]=1)[O:24][C:23]1N(C)C(=O)C=C[C:18]=1[C:17]2=[O:30])([CH3:13])([CH3:12])[CH3:11].O.O=P(Cl)(Cl)[Cl:34], predict the reaction product. The product is: [C:10]([C:14]1[CH:15]=[C:16]2[C:25]([O:24][C:23]3[CH:5]=[CH:4][C:3]([Cl:34])=[N:2][C:18]=3[C:17]2=[O:30])=[CH:26][CH:27]=1)([CH3:11])([CH3:12])[CH3:13]. (6) Given the reactants [C:1]([O:5][C:6]([N:8]1[CH2:13][CH2:12][CH:11]([C:14](=[O:23])[CH2:15][C:16]2[CH:21]=[CH:20][CH:19]=[CH:18][C:17]=2Br)[CH2:10][CH2:9]1)=[O:7])([CH3:4])([CH3:3])[CH3:2].C(=O)([O-])[O-].[Cs+].[Cs+].C(O[CH2:34][CH3:35])(=O)C.O, predict the reaction product. The product is: [C:1]([O:5][C:6]([N:8]1[CH2:13][CH2:12][CH:11]([C:14](=[O:23])[CH2:15][C:16]2[CH:21]=[CH:20][CH:19]=[CH:18][C:17]=2[C:10]2[CH:9]=[N:8][CH:6]=[CH:34][CH:35]=2)[CH2:10][CH2:9]1)=[O:7])([CH3:4])([CH3:3])[CH3:2]. (7) Given the reactants [C:12]([O:11][C:9](O[C:9]([O:11][C:12]([CH3:15])([CH3:14])[CH3:13])=[O:10])=[O:10])([CH3:15])([CH3:14])[CH3:13].[C:16]1([CH2:22][CH2:23][S:24]([NH2:27])(=[O:26])=[O:25])[CH:21]=[CH:20][CH:19]=[CH:18][CH:17]=1.C(N(CC)CC)C, predict the reaction product. The product is: [C:16]1([CH2:22][CH2:23][S:24]([NH:27][C:9](=[O:10])[O:11][C:12]([CH3:13])([CH3:14])[CH3:15])(=[O:25])=[O:26])[CH:17]=[CH:18][CH:19]=[CH:20][CH:21]=1. (8) Given the reactants [O:1]1[CH2:6][CH2:5][N:4]([CH2:7][CH2:8][CH2:9][OH:10])[CH2:3][CH2:2]1.[Na].F[C:13]1[CH:22]=[C:21]2[C:16]([C:17]([NH:23][C:24]3[CH:29]=[CH:28][CH:27]=[C:26]([CH3:30])[CH:25]=3)=[N:18][CH:19]=[N:20]2)=[CH:15][C:14]=1[N+:31]([O-:33])=[O:32].CO.C(Cl)Cl.CCOC(C)=O, predict the reaction product. The product is: [CH3:30][C:26]1[CH:25]=[C:24]([NH:23][C:17]2[C:16]3[C:21](=[CH:22][C:13]([O:10][CH2:9][CH2:8][CH2:7][N:4]4[CH2:5][CH2:6][O:1][CH2:2][CH2:3]4)=[C:14]([N+:31]([O-:33])=[O:32])[CH:15]=3)[N:20]=[CH:19][N:18]=2)[CH:29]=[CH:28][CH:27]=1. (9) Given the reactants [Cl:1][C:2]1[C:9]([CH3:10])=[C:8]([N:11]2[C@H:15]([C:16]([F:19])([F:18])[F:17])[C@@H:14]3[C@H:20]([OH:23])[CH2:21][CH2:22][N:13]3[C:12]2=[O:24])[CH:7]=[CH:6][C:3]=1[C:4]#[N:5].CC(OI1(OC(C)=O)(OC(C)=O)OC(=O)C2C=CC=CC1=2)=O.[O-]S([O-])(=S)=O.[Na+].[Na+].C([O-])(O)=O.[Na+], predict the reaction product. The product is: [Cl:1][C:2]1[C:9]([CH3:10])=[C:8]([N:11]2[C@H:15]([C:16]([F:18])([F:19])[F:17])[C@@H:14]3[C:20](=[O:23])[CH2:21][CH2:22][N:13]3[C:12]2=[O:24])[CH:7]=[CH:6][C:3]=1[C:4]#[N:5]. (10) Given the reactants C[O:2][C:3](=[O:37])[CH2:4][O:5][C:6]1[CH:11]=[CH:10][C:9]([O:12][CH2:13][C:14]2[N:19]=[C:18]([C:20]3[CH:25]=[CH:24][C:23]([O:26][CH3:27])=[CH:22][CH:21]=3)[CH:17]=[C:16]([C:28]3[CH:33]=[CH:32][C:31]([O:34][CH3:35])=[CH:30][CH:29]=3)[N:15]=2)=[CH:8][C:7]=1[CH3:36].O.[OH-].[Li+].O, predict the reaction product. The product is: [CH3:35][O:34][C:31]1[CH:30]=[CH:29][C:28]([C:16]2[CH:17]=[C:18]([C:20]3[CH:21]=[CH:22][C:23]([O:26][CH3:27])=[CH:24][CH:25]=3)[N:19]=[C:14]([CH2:13][O:12][C:9]3[CH:10]=[CH:11][C:6]([O:5][CH2:4][C:3]([OH:37])=[O:2])=[C:7]([CH3:36])[CH:8]=3)[N:15]=2)=[CH:33][CH:32]=1.